Task: Regression. Given two drug SMILES strings and cell line genomic features, predict the synergy score measuring deviation from expected non-interaction effect.. Dataset: NCI-60 drug combinations with 297,098 pairs across 59 cell lines (1) Drug 1: C1=NC2=C(N1)C(=S)N=CN2. Cell line: HL-60(TB). Synergy scores: CSS=42.4, Synergy_ZIP=-2.60, Synergy_Bliss=0.630, Synergy_Loewe=-7.72, Synergy_HSA=2.59. Drug 2: C1CCC(C(C1)N)N.C(=O)(C(=O)[O-])[O-].[Pt+4]. (2) Drug 1: C1CN1C2=NC(=NC(=N2)N3CC3)N4CC4. Drug 2: C1=NC2=C(N1)C(=S)N=C(N2)N. Cell line: IGROV1. Synergy scores: CSS=18.7, Synergy_ZIP=-7.67, Synergy_Bliss=-0.644, Synergy_Loewe=-4.24, Synergy_HSA=0.394. (3) Drug 1: CCC1(CC2CC(C3=C(CCN(C2)C1)C4=CC=CC=C4N3)(C5=C(C=C6C(=C5)C78CCN9C7C(C=CC9)(C(C(C8N6C)(C(=O)OC)O)OC(=O)C)CC)OC)C(=O)OC)O.OS(=O)(=O)O. Drug 2: C1CN(CCN1C(=O)CCBr)C(=O)CCBr. Cell line: EKVX. Synergy scores: CSS=1.06, Synergy_ZIP=-0.234, Synergy_Bliss=1.94, Synergy_Loewe=-3.72, Synergy_HSA=-3.68. (4) Drug 1: C1CC(=O)NC(=O)C1N2CC3=C(C2=O)C=CC=C3N. Drug 2: CC1=C(C(=O)C2=C(C1=O)N3CC4C(C3(C2COC(=O)N)OC)N4)N. Cell line: OVCAR3. Synergy scores: CSS=29.3, Synergy_ZIP=2.91, Synergy_Bliss=12.5, Synergy_Loewe=-2.37, Synergy_HSA=8.83.